Dataset: Forward reaction prediction with 1.9M reactions from USPTO patents (1976-2016). Task: Predict the product of the given reaction. (1) Given the reactants [OH:1][C:2]1[N:3]=[C:4]2[CH:26]=[C:25]([CH2:27][CH2:28][C:29]3[S:30][CH:31]=[C:32]([CH:34]([CH3:36])[CH3:35])[N:33]=3)[CH:24]=[CH:23][N:5]2[C:6](=[O:22])[C:7]=1[C:8]1[N:9]=[N:10][N:11]([CH2:13][C:14]2[CH:19]=[CH:18][C:17]([O:20][CH3:21])=[CH:16][CH:15]=2)[N:12]=1.[CH2:37](N(CC)CC)C.S(OC)(OC)(=O)=O.O, predict the reaction product. The product is: [CH:34]([C:32]1[N:33]=[C:29]([CH2:28][CH2:27][C:25]2[CH:24]=[CH:23][N:5]3[C:6](=[O:22])[C:7]([C:8]4[N:9]=[N:10][N:11]([CH2:13][C:14]5[CH:15]=[CH:16][C:17]([O:20][CH3:21])=[CH:18][CH:19]=5)[N:12]=4)=[C:2]([O:1][CH3:37])[N:3]=[C:4]3[CH:26]=2)[S:30][CH:31]=1)([CH3:36])[CH3:35]. (2) Given the reactants C(O[C:5]([CH:7]1[CH2:11][CH2:10][CH2:9][N:8]1[S:12]([C:15]1[CH:20]=[CH:19][C:18]([N:21]2[CH2:30][CH2:29][C:24]3([O:28][CH2:27][CH2:26][O:25]3)[CH2:23][CH2:22]2)=[CH:17][CH:16]=1)(=[O:14])=[O:13])=[O:6])(C)C.[CH3:31][NH2:32], predict the reaction product. The product is: [CH3:31][NH:32][C:5]([CH:7]1[CH2:11][CH2:10][CH2:9][N:8]1[S:12]([C:15]1[CH:20]=[CH:19][C:18]([N:21]2[CH2:30][CH2:29][C:24]3([O:28][CH2:27][CH2:26][O:25]3)[CH2:23][CH2:22]2)=[CH:17][CH:16]=1)(=[O:13])=[O:14])=[O:6].